From a dataset of Forward reaction prediction with 1.9M reactions from USPTO patents (1976-2016). Predict the product of the given reaction. (1) Given the reactants [CH3:1][C:2]1[C:3]([C:11]2[CH:12]=[CH:13][C:14]([NH2:17])=[N:15][CH:16]=2)=[CH:4][C:5]2[O:9][CH:8]=[N:7][C:6]=2[CH:10]=1.[F:18][C:19]1[CH:27]=[CH:26][CH:25]=[CH:24][C:20]=1[C:21](Cl)=[O:22].CCN(C(C)C)C(C)C.C([O-])(O)=O.[Na+].C(Cl)Cl, predict the reaction product. The product is: [CH3:1][C:2]1[C:3]([C:11]2[CH:12]=[CH:13][C:14]([NH:17][C:21]([C:20]3[CH:24]=[CH:25][CH:26]=[CH:27][C:19]=3[F:18])=[O:22])=[N:15][CH:16]=2)=[CH:4][C:5]2[O:9][CH:8]=[N:7][C:6]=2[CH:10]=1. (2) Given the reactants [Cl:1][C:2]1[CH:10]=[C:9]([NH:11][C:12]2[N:21]=[CH:20][C:19]3[C:14](=[C:15]([O:23][CH:24]4[CH2:29][CH2:28][NH:27][CH2:26][CH2:25]4)[CH:16]=[CH:17][C:18]=3[Cl:22])[N:13]=2)[CH:8]=[CH:7][C:3]=1[C:4]([OH:6])=O.[NH:30]1[CH2:35][CH2:34][O:33][CH2:32][CH2:31]1.CN(C(ON1N=NC2C=CC=NC1=2)=[N+](C)C)C.F[P-](F)(F)(F)(F)F.CCN(C(C)C)C(C)C, predict the reaction product. The product is: [Cl:1][C:2]1[CH:10]=[C:9]([NH:11][C:12]2[N:21]=[CH:20][C:19]3[C:14](=[C:15]([O:23][CH:24]4[CH2:25][CH2:26][NH:27][CH2:28][CH2:29]4)[CH:16]=[CH:17][C:18]=3[Cl:22])[N:13]=2)[CH:8]=[CH:7][C:3]=1[C:4]([N:30]1[CH2:35][CH2:34][O:33][CH2:32][CH2:31]1)=[O:6].